From a dataset of Catalyst prediction with 721,799 reactions and 888 catalyst types from USPTO. Predict which catalyst facilitates the given reaction. (1) Reactant: [CH2:1]([C:8]1[CH:13]=[CH:12][C:11](Br)=[CH:10][CH:9]=1)[C:2]1[CH:7]=[CH:6][CH:5]=[CH:4][CH:3]=1.C1(CC2C=C(C=CC=2)[CH:25]=[O:26])C=CC=CC=1.[Li]CCCC.CN(C=O)C. Product: [C:2]1([CH2:1][C:8]2[CH:13]=[CH:12][C:11]([CH:25]=[O:26])=[CH:10][CH:9]=2)[CH:7]=[CH:6][CH:5]=[CH:4][CH:3]=1. The catalyst class is: 1. (2) Reactant: [CH3:1][C:2]([C:4]1[CH:9]=[CH:8][C:7]([OH:10])=[C:6]([F:11])[CH:5]=1)=[O:3].[CH3:12][Mg]Br.CCOCC.[Cl-].[NH4+]. Product: [F:11][C:6]1[CH:5]=[C:4]([C:2]([OH:3])([CH3:12])[CH3:1])[CH:9]=[CH:8][C:7]=1[OH:10]. The catalyst class is: 30. (3) Reactant: [Cl:1][C:2]1[N:11]=[C:10](Cl)[C:9]2[C:4](=[CH:5][CH:6]=[C:7]([O:13][CH3:14])[CH:8]=2)[N:3]=1.[CH3:15][O-:16].[Na+].O. Product: [Cl:1][C:2]1[N:11]=[C:10]([O:16][CH3:15])[C:9]2[C:4](=[CH:5][CH:6]=[C:7]([O:13][CH3:14])[CH:8]=2)[N:3]=1. The catalyst class is: 5. (4) Reactant: [Br:1][C:2]1[C:10]2[C:9]([N:11]3[CH2:16][CH2:15][CH:14]([NH:17][C:18](=[O:25])[C:19]4[CH:24]=[CH:23][CH:22]=[CH:21][CH:20]=4)[CH2:13][CH2:12]3)=[N:8][CH:7]=[N:6][C:5]=2[N:4](S(C2C=CC=CC=2)(=O)=O)[CH:3]=1.O1CCCC1.C(=O)([O-])[O-].[Cs+].[Cs+]. Product: [Br:1][C:2]1[C:10]2[C:9]([N:11]3[CH2:16][CH2:15][CH:14]([NH:17][C:18](=[O:25])[C:19]4[CH:24]=[CH:23][CH:22]=[CH:21][CH:20]=4)[CH2:13][CH2:12]3)=[N:8][CH:7]=[N:6][C:5]=2[NH:4][CH:3]=1. The catalyst class is: 5. (5) Reactant: C[O:2][C:3](=[O:35])[CH:4]=[CH:5][CH2:6][O:7][C:8]1[C:13]([O:14][CH2:15][CH3:16])=[CH:12][C:11]([CH:17]2[C:26]3[C:25](=[O:27])[CH2:24][CH:23]([CH2:28][CH2:29][CH3:30])[CH2:22][C:21]=3[NH:20][C:19]([CH3:31])=[C:18]2[C:32]#[N:33])=[CH:10][C:9]=1[Br:34].O.Cl. Product: [Br:34][C:9]1[CH:10]=[C:11]([CH:17]2[C:26]3[C:25](=[O:27])[CH2:24][CH:23]([CH2:28][CH2:29][CH3:30])[CH2:22][C:21]=3[NH:20][C:19]([CH3:31])=[C:18]2[C:32]#[N:33])[CH:12]=[C:13]([O:14][CH2:15][CH3:16])[C:8]=1[O:7][CH2:6][CH:5]=[CH:4][C:3]([OH:35])=[O:2]. The catalyst class is: 758. (6) Reactant: [N:1]1[N:2]=[N:3][N:4]2[CH:9]=[CH:8][N:7]=[C:6]([N:10]3[CH2:15][CH2:14][N:13]([C:16]([O:18][C:19]([CH3:22])([CH3:21])[CH3:20])=[O:17])[CH2:12][CH2:11]3)[C:5]=12.CN(C=O)C.[Br:28]N1C(=O)CCC1=O. Product: [Br:28][C:9]1[N:4]2[N:3]=[N:2][N:1]=[C:5]2[C:6]([N:10]2[CH2:11][CH2:12][N:13]([C:16]([O:18][C:19]([CH3:22])([CH3:21])[CH3:20])=[O:17])[CH2:14][CH2:15]2)=[N:7][CH:8]=1. The catalyst class is: 6. (7) Reactant: [Cl:1][C:2]1[CH:3]=[CH:4][C:5]([O:12][CH3:13])=[C:6]([S:8](Cl)(=O)=O)[CH:7]=1.C1(P(C2C=CC=CC=2)C2C=CC=CC=2)C=CC=CC=1.O. Product: [Cl:1][C:2]1[CH:3]=[CH:4][C:5]([O:12][CH3:13])=[C:6]([SH:8])[CH:7]=1. The catalyst class is: 1. (8) Reactant: Br[C:2]1[CH:3]=[C:4]([C:12]([NH:14][CH3:15])=[O:13])[CH:5]=[C:6]([C:8]([NH:10][CH3:11])=[O:9])[CH:7]=1.[B:16]1([B:16]2[O:20][C:19]([CH3:22])([CH3:21])[C:18]([CH3:24])([CH3:23])[O:17]2)[O:20][C:19]([CH3:22])([CH3:21])[C:18]([CH3:24])([CH3:23])[O:17]1.C([O-])(=O)C.[K+]. Product: [CH3:11][NH:10][C:8]([C:6]1[CH:7]=[C:2]([B:16]2[O:20][C:19]([CH3:22])([CH3:21])[C:18]([CH3:24])([CH3:23])[O:17]2)[CH:3]=[C:4]([C:12]([NH:14][CH3:15])=[O:13])[CH:5]=1)=[O:9]. The catalyst class is: 418. (9) Reactant: Cl[C:2]1[C:7]([N+:8]([O-:10])=[O:9])=[CH:6][N:5]=[C:4]([O:11][CH2:12][C@@H:13]([NH:15][C:16](=[O:22])[O:17][C:18]([CH3:21])([CH3:20])[CH3:19])[CH3:14])[CH:3]=1.C([O-])(=[O:25])C.[Cs+]. Product: [OH:25][C:2]1[C:7]([N+:8]([O-:10])=[O:9])=[CH:6][N:5]=[C:4]([O:11][CH2:12][C@@H:13]([NH:15][C:16](=[O:22])[O:17][C:18]([CH3:21])([CH3:20])[CH3:19])[CH3:14])[CH:3]=1. The catalyst class is: 3. (10) Reactant: [O:1]1[C:5]2[CH:6]=[CH:7][C:8]([C:10]3[S:11][CH:12]=[C:13]([C:15]([OH:17])=O)[N:14]=3)=[CH:9][C:4]=2[CH2:3][CH2:2]1.[F:18][C:19]([F:32])([F:31])[O:20][C:21]1[CH:22]=[CH:23][C:24]2[N:28]=[C:27]([NH2:29])[NH:26][C:25]=2[CH:30]=1.F[P-](F)(F)(F)(F)F.N1(OC(N(C)C)=[N+](C)C)C2C=CC=CC=2N=N1.C(N(CC)C(C)C)(C)C. Product: [O:1]1[C:5]2[CH:6]=[CH:7][C:8]([C:10]3[S:11][CH:12]=[C:13]([C:15]([NH:29][C:27]4[NH:26][C:25]5[CH:30]=[C:21]([O:20][C:19]([F:32])([F:18])[F:31])[CH:22]=[CH:23][C:24]=5[N:28]=4)=[O:17])[N:14]=3)=[CH:9][C:4]=2[CH2:3][CH2:2]1. The catalyst class is: 546.